The task is: Predict which catalyst facilitates the given reaction.. This data is from Catalyst prediction with 721,799 reactions and 888 catalyst types from USPTO. (1) Reactant: [NH2:1][C:2]1[CH:3]=[C:4]([OH:8])[CH:5]=[CH:6][CH:7]=1.[C:9](O)(=[O:13])[CH2:10][CH2:11][CH3:12].C1CCC(N=C=NC2CCCCC2)CC1. Product: [C:9]([NH:1][C:2]1[CH:3]=[C:4]([OH:8])[CH:5]=[CH:6][CH:7]=1)(=[O:13])[CH2:10][CH2:11][CH3:12]. The catalyst class is: 64. (2) Reactant: [I:1][C:2]1[CH:6]=[CH:5][NH:4][N:3]=1.[H-].[Na+].F[C:10]1[CH:11]=[N:12][CH:13]=[C:14]([CH:17]=1)[C:15]#[N:16]. Product: [I:1][C:2]1[CH:6]=[CH:5][N:4]([C:10]2[CH:11]=[N:12][CH:13]=[C:14]([CH:17]=2)[C:15]#[N:16])[N:3]=1. The catalyst class is: 16. (3) Reactant: [C:1]([C:4]1[CH:5]=[C:6]([C:11]2[C:12]([C:17]([O:19][CH3:20])=[O:18])=[N:13][CH:14]=[CH:15][CH:16]=2)[CH:7]=[CH:8][C:9]=1[Cl:10])([OH:3])=O.C(Cl)(=O)C(Cl)=O.[CH:27]1([CH2:34][NH2:35])[CH2:33][CH2:32][CH2:31][CH2:30][CH2:29][CH2:28]1.C(N(CC)CC)C. Product: [Cl:10][C:9]1[CH:8]=[CH:7][C:6]([C:11]2[C:12]([C:17]([O:19][CH3:20])=[O:18])=[N:13][CH:14]=[CH:15][CH:16]=2)=[CH:5][C:4]=1[C:1]([NH:35][CH2:34][CH:27]1[CH2:33][CH2:32][CH2:31][CH2:30][CH2:29][CH2:28]1)=[O:3]. The catalyst class is: 204. (4) Reactant: [OH:1][C:2]1[CH:3]=[C:4]([C:8](=[O:13])[CH2:9][CH2:10][CH2:11][CH3:12])[CH:5]=[CH:6][CH:7]=1.C([O-])([O-])=O.[K+].[K+].Cl[CH2:21][CH2:22][O:23][CH2:24][CH2:25][OH:26]. Product: [OH:26][CH2:25][CH2:24][O:23][CH2:22][CH2:21][O:1][C:2]1[CH:3]=[C:4]([C:8](=[O:13])[CH2:9][CH2:10][CH2:11][CH3:12])[CH:5]=[CH:6][CH:7]=1. The catalyst class is: 21.